From a dataset of Reaction yield outcomes from USPTO patents with 853,638 reactions. Predict the reaction yield, written as a fraction of the theoretical maximum amount of product (1.0 means a 100% yield; for example, 0.34 means a 34% yield). (1) The reactants are [CH3:1][O:2][C:3](=[O:21])[C:4]1[CH:9]=[C:8]([NH2:10])[C:7]([NH2:11])=[C:6]([F:12])[C:5]=1[NH:13][C:14]1[CH:19]=[CH:18][CH:17]=[CH:16][C:15]=1[Cl:20].[C:22](O)(=O)C.C(N)=N. The catalyst is CCO.C(OCC)(=O)C. The product is [CH3:1][O:2][C:3]([C:4]1[C:5]([NH:13][C:14]2[CH:19]=[CH:18][CH:17]=[CH:16][C:15]=2[Cl:20])=[C:6]([F:12])[C:7]2[N:11]=[CH:22][NH:10][C:8]=2[CH:9]=1)=[O:21]. The yield is 0.850. (2) The reactants are [CH2:1]([C:5]1[C:10](=O)[N:9]2[N:12]=[C:13]([CH:15]([CH3:17])[CH3:16])[NH:14][C:8]2=[C:7]([C:18]#[N:19])[C:6]=1[CH3:20])[CH2:2][CH2:3][CH3:4].P(Cl)(Cl)([Cl:23])=O. No catalyst specified. The product is [CH2:1]([C:5]1[C:6]([CH3:20])=[C:7]([C:18]#[N:19])[C:8]2[N:9]([N:12]=[C:13]([CH:15]([CH3:17])[CH3:16])[N:14]=2)[C:10]=1[Cl:23])[CH2:2][CH2:3][CH3:4]. The yield is 0.890. (3) The reactants are CI.[C:3](=O)([O-])O.[K+].[O:8]=[C:9]1[C:18]2[CH:19]=[C:20]([S:23][CH2:24][C:25]([OH:27])=[O:26])[CH:21]=[CH:22][C:17]=2[O:16][CH2:15][C:14]2[CH:13]=[CH:12][S:11][C:10]1=2. The catalyst is CN(C=O)C. The product is [O:8]=[C:9]1[C:18]2[CH:19]=[C:20]([S:23][CH2:24][C:25]([O:27][CH3:3])=[O:26])[CH:21]=[CH:22][C:17]=2[O:16][CH2:15][C:14]2[CH:13]=[CH:12][S:11][C:10]1=2. The yield is 0.880. (4) The reactants are [Br:1][CH2:2][CH2:3][CH2:4]Br.[NH:6]1[C:10]2[CH:11]=[CH:12][CH:13]=[CH:14][C:9]=2[N:8]=[N:7]1.[OH-].[K+].O. The catalyst is CN(C)C=O.C(OCC)(=O)C. The product is [Br:1][CH2:2][CH2:3][CH2:4][N:6]1[C:10]2[CH:11]=[CH:12][CH:13]=[CH:14][C:9]=2[N:8]=[N:7]1. The yield is 0.590. (5) The reactants are Cl[C:2]1[C:11]2[C:6](=[CH:7][C:8]([O:14][CH2:15][CH:16]3[CH2:21][CH2:20][N:19](C(OC(C)(C)C)=O)[CH2:18][CH2:17]3)=[C:9]([O:12][CH3:13])[CH:10]=2)[N:5]=[CH:4][N:3]=1.[Cl:29][C:30]1[CH:36]=[CH:35][C:33]([NH2:34])=[C:32]([F:37])[CH:31]=1.Cl. The catalyst is CC(O)C.O1CCOCC1. The product is [Cl:29][C:30]1[CH:36]=[CH:35][C:33]([NH:34][C:2]2[C:11]3[C:6](=[CH:7][C:8]([O:14][CH2:15][CH:16]4[CH2:17][CH2:18][NH:19][CH2:20][CH2:21]4)=[C:9]([O:12][CH3:13])[CH:10]=3)[N:5]=[CH:4][N:3]=2)=[C:32]([F:37])[CH:31]=1. The yield is 0.980.